Task: Predict the reactants needed to synthesize the given product.. Dataset: Full USPTO retrosynthesis dataset with 1.9M reactions from patents (1976-2016) (1) Given the product [Cl:8][C:9]1[CH:14]=[CH:13][C:12]([C:15]2[C:16]([C@@H:21]([NH:31][C:44](=[O:45])[CH2:43][C:36]3[C:35]4[C:39](=[CH:40][CH:41]=[C:33]([F:32])[CH:34]=4)[NH:38][C:37]=3[CH3:42])[CH2:22][C:23]3[CH:28]=[C:27]([F:29])[CH:26]=[C:25]([F:30])[CH:24]=3)=[N:17][CH:18]=[CH:19][CH:20]=2)=[CH:11][CH:10]=1, predict the reactants needed to synthesize it. The reactants are: FC(F)(F)C(O)=O.[Cl:8][C:9]1[CH:14]=[CH:13][C:12]([C:15]2[C:16]([C@@H:21]([NH2:31])[CH2:22][C:23]3[CH:28]=[C:27]([F:29])[CH:26]=[C:25]([F:30])[CH:24]=3)=[N:17][CH:18]=[CH:19][CH:20]=2)=[CH:11][CH:10]=1.[F:32][C:33]1[CH:34]=[C:35]2[C:39](=[CH:40][CH:41]=1)[NH:38][C:37]([CH3:42])=[C:36]2[CH2:43][C:44](O)=[O:45]. (2) Given the product [C:12]1([CH2:18][CH2:19][CH2:20][O:1][C:2]2[CH:3]=[CH:4][C:5]([CH2:8][CH2:11][C:28]#[N:29])=[CH:6][CH:7]=2)[CH:17]=[CH:16][CH:15]=[CH:14][CH:13]=1, predict the reactants needed to synthesize it. The reactants are: [OH:1][C:2]1[CH:7]=[CH:6][C:5]([CH:8]([CH3:11])C#N)=[CH:4][CH:3]=1.[C:12]1([CH2:18][CH2:19][CH2:20]Br)[CH:17]=[CH:16][CH:15]=[CH:14][CH:13]=1.C(=O)([O-])[O-].[K+].[K+].[CH3:28][N:29](C)C=O. (3) Given the product [NH2:1][C:2]1[N:12]=[CH:11][C:10]([C:23]2[C:24]([Cl:49])=[C:25]3[C:31]([C:32]4[CH:37]=[CH:36][C:35]([Cl:38])=[CH:34][C:33]=4[O:39][CH3:40])=[CH:30][N:29]([CH2:41][O:42][CH2:43][CH2:44][Si:45]([CH3:48])([CH3:47])[CH3:46])[C:26]3=[N:27][CH:28]=2)=[CH:9][C:3]=1[C:4]([N:6]([CH3:7])[CH3:8])=[O:5], predict the reactants needed to synthesize it. The reactants are: [NH2:1][C:2]1[N:12]=[CH:11][C:10](B2OC(C)(C)C(C)(C)O2)=[CH:9][C:3]=1[C:4]([N:6]([CH3:8])[CH3:7])=[O:5].Br[C:23]1[C:24]([Cl:49])=[C:25]2[C:31]([C:32]3[CH:37]=[CH:36][C:35]([Cl:38])=[CH:34][C:33]=3[O:39][CH3:40])=[CH:30][N:29]([CH2:41][O:42][CH2:43][CH2:44][Si:45]([CH3:48])([CH3:47])[CH3:46])[C:26]2=[N:27][CH:28]=1.C(=O)([O-])[O-].[Na+].[Na+]. (4) The reactants are: [C:1](=[O:16])([O:5][CH2:6][CH2:7][O:8][CH2:9][CH2:10][O:11][CH2:12][CH2:13][O:14][CH3:15])[O:2][CH2:3]Cl.[I-:17].[Na+]. Given the product [C:1](=[O:16])([O:5][CH2:6][CH2:7][O:8][CH2:9][CH2:10][O:11][CH2:12][CH2:13][O:14][CH3:15])[O:2][CH2:3][I:17], predict the reactants needed to synthesize it. (5) Given the product [ClH:19].[NH2:23][CH2:24][C@@H:20]([C:15]1[CH:16]=[CH:17][C:18]([Cl:19])=[C:13]([C:5]2[CH:6]=[CH:7][CH:8]=[C:3]([OH:2])[CH:4]=2)[CH:14]=1)[CH2:21][C:22]([OH:25])=[O:27], predict the reactants needed to synthesize it. The reactants are: C[O:2][C:3]1[CH:4]=[C:5](B(O)O)[CH:6]=[CH:7][CH:8]=1.Br[C:13]1[CH:14]=[C:15]([C@@H:20]2[CH2:24][NH:23][C:22](=[O:25])[CH2:21]2)[CH:16]=[CH:17][C:18]=1[Cl:19].C[O:27]C. (6) Given the product [N+:1]([C:4]1[CH:5]=[C:6]([CH:7]=[CH:8][C:9]=1[N+:10]([O-:12])=[O:11])[O:13][CH2:16][CH2:17][N:18]1[CH2:23][CH2:22][O:21][CH2:20][CH2:19]1)([O-:3])=[O:2], predict the reactants needed to synthesize it. The reactants are: [N+:1]([C:4]1[CH:5]=[C:6]([OH:13])[CH:7]=[CH:8][C:9]=1[N+:10]([O-:12])=[O:11])([O-:3])=[O:2].Cl.Cl[CH2:16][CH2:17][N:18]1[CH2:23][CH2:22][O:21][CH2:20][CH2:19]1.C(=O)([O-])[O-].[K+].[K+]. (7) Given the product [ClH:36].[CH3:1][C:2]1[O:6][C:5]([C:7]2[CH:16]=[CH:15][C:10]([C:11]([OH:13])=[O:12])=[CH:9][CH:8]=2)=[N:4][C:3]=1[CH2:17][S:18]([C:21]1[CH:26]=[CH:25][C:24]([CH2:27][CH2:28][CH2:29][N:30]2[CH2:31][CH2:32][O:33][CH2:34][CH2:35]2)=[CH:23][CH:22]=1)(=[O:19])=[O:20], predict the reactants needed to synthesize it. The reactants are: [CH3:1][C:2]1[O:6][C:5]([C:7]2[CH:16]=[CH:15][C:10]([C:11]([O:13]C)=[O:12])=[CH:9][CH:8]=2)=[N:4][C:3]=1[CH2:17][S:18]([C:21]1[CH:26]=[CH:25][C:24]([CH2:27][CH2:28][CH2:29][N:30]2[CH2:35][CH2:34][O:33][CH2:32][CH2:31]2)=[CH:23][CH:22]=1)(=[O:20])=[O:19].[ClH:36].